Dataset: NCI-60 drug combinations with 297,098 pairs across 59 cell lines. Task: Regression. Given two drug SMILES strings and cell line genomic features, predict the synergy score measuring deviation from expected non-interaction effect. Drug 1: CC(CN1CC(=O)NC(=O)C1)N2CC(=O)NC(=O)C2. Drug 2: CC1CCC2CC(C(=CC=CC=CC(CC(C(=O)C(C(C(=CC(C(=O)CC(OC(=O)C3CCCCN3C(=O)C(=O)C1(O2)O)C(C)CC4CCC(C(C4)OC)OCCO)C)C)O)OC)C)C)C)OC. Cell line: EKVX. Synergy scores: CSS=23.5, Synergy_ZIP=-6.32, Synergy_Bliss=-1.29, Synergy_Loewe=-4.56, Synergy_HSA=2.21.